From a dataset of Forward reaction prediction with 1.9M reactions from USPTO patents (1976-2016). Predict the product of the given reaction. (1) Given the reactants [C:1]([O:4][CH2:5][CH:6]1[CH2:10][CH2:9][N:8]([C:11]2[CH:16]=[CH:15][C:14]([C:17]3[CH:22]=[CH:21][C:20]([O:23][CH2:24][CH2:25][O:26][CH2:27][CH2:28][CH2:29][CH3:30])=[CH:19][CH:18]=3)=[CH:13][C:12]=2/[CH:31]=[C:32](\[CH3:40])/[C:33]([O:35]C(C)(C)C)=[O:34])[CH2:7]1)(=[O:3])[CH3:2].Cl.C(OCC)(=O)C.O, predict the reaction product. The product is: [C:1]([O:4][CH2:5][CH:6]1[CH2:10][CH2:9][N:8]([C:11]2[CH:16]=[CH:15][C:14]([C:17]3[CH:22]=[CH:21][C:20]([O:23][CH2:24][CH2:25][O:26][CH2:27][CH2:28][CH2:29][CH3:30])=[CH:19][CH:18]=3)=[CH:13][C:12]=2/[CH:31]=[C:32](\[CH3:40])/[C:33]([OH:35])=[O:34])[CH2:7]1)(=[O:3])[CH3:2]. (2) Given the reactants [C:1]([CH2:3][CH2:4][N:5]([C:13]([O:15][CH3:16])=[O:14])[C@H:6]([C:10]([OH:12])=[O:11])[CH:7]([CH3:9])[CH3:8])#[N:2].N, predict the reaction product. The product is: [NH2:2][CH2:1][CH2:3][CH2:4][N:5]([C:13]([O:15][CH3:16])=[O:14])[C@H:6]([C:10]([OH:12])=[O:11])[CH:7]([CH3:9])[CH3:8]. (3) Given the reactants [CH3:1][O:2][C:3]1[CH:4]=[C:5]([CH:8]=[CH:9][CH:10]=1)[CH:6]=O.[O:11]=[C:12]([CH:14](P(=O)(OCC)OCC)[CH2:15][CH2:16][CH2:17][CH2:18][CH3:19])[CH3:13], predict the reaction product. The product is: [CH3:1][O:2][C:3]1[CH:4]=[C:5]([CH:8]=[CH:9][CH:10]=1)/[CH:6]=[C:14](\[CH2:15][CH2:16][CH2:17][CH2:18][CH3:19])/[C:12](=[O:11])[CH3:13]. (4) Given the reactants [C:1]([O:5][C:6](=[O:51])[NH:7][CH2:8][CH2:9][C:10]1[CH:15]=[CH:14][C:13]([O:16][CH2:17][CH2:18]/[CH:19]=[CH:20]/[C:21]2[CH:26]=[CH:25][C:24]([O:27]CC3C=CC=CC=3)=[C:23]([C@@H:35]([C:45]3[CH:50]=[CH:49][CH:48]=[CH:47][CH:46]=3)[CH2:36][CH2:37][N:38]([CH:42]([CH3:44])[CH3:43])[CH:39]([CH3:41])[CH3:40])[CH:22]=2)=[CH:12][CH:11]=1)([CH3:4])([CH3:3])[CH3:2].C([O-])=O.[NH4+], predict the reaction product. The product is: [NH3:7].[C:1]([O:5][C:6](=[O:51])[NH:7][CH2:8][CH2:9][C:10]1[CH:11]=[CH:12][C:13]([O:16][CH2:17][CH2:18][CH2:19][CH2:20][C:21]2[CH:26]=[CH:25][C:24]([OH:27])=[C:23]([C@@H:35]([C:45]3[CH:46]=[CH:47][CH:48]=[CH:49][CH:50]=3)[CH2:36][CH2:37][N:38]([CH:42]([CH3:43])[CH3:44])[CH:39]([CH3:40])[CH3:41])[CH:22]=2)=[CH:14][CH:15]=1)([CH3:2])([CH3:3])[CH3:4]. (5) Given the reactants [CH3:1][S:2](Cl)(=[O:4])=[O:3].[CH3:6][O:7][C:8]([C@@H:10]1[CH2:14][C@@H:13]([OH:15])[CH2:12][N:11]1[C:16]([O:18][C:19]([CH3:22])([CH3:21])[CH3:20])=[O:17])=[O:9], predict the reaction product. The product is: [CH3:6][O:7][C:8]([C@@H:10]1[CH2:14][C@@H:13]([O:15][S:2]([CH3:1])(=[O:4])=[O:3])[CH2:12][N:11]1[C:16]([O:18][C:19]([CH3:22])([CH3:21])[CH3:20])=[O:17])=[O:9]. (6) Given the reactants [C:1]([C:5]1[CH:6]=[C:7]([CH:40]=[CH:41][CH:42]=1)[CH2:8][N:9]1[CH2:14][CH2:13][N:12]([C:15]2[CH:20]=[CH:19][C:18]([NH:21][C:22]([C:24]3[C:25]([C:30]4[CH:35]=[CH:34][C:33]([C:36]([F:39])([F:38])[F:37])=[CH:32][CH:31]=4)=[CH:26][CH:27]=[CH:28][CH:29]=3)=[O:23])=[CH:17][CH:16]=2)[CH2:11][CH2:10]1)([O:3]C)=[O:2].[OH-].[Na+].Cl, predict the reaction product. The product is: [F:39][C:36]([F:37])([F:38])[C:33]1[CH:34]=[CH:35][C:30]([C:25]2[C:24]([C:22]([NH:21][C:18]3[CH:17]=[CH:16][C:15]([N:12]4[CH2:11][CH2:10][N:9]([CH2:8][C:7]5[CH:6]=[C:5]([CH:42]=[CH:41][CH:40]=5)[C:1]([OH:3])=[O:2])[CH2:14][CH2:13]4)=[CH:20][CH:19]=3)=[O:23])=[CH:29][CH:28]=[CH:27][CH:26]=2)=[CH:31][CH:32]=1.